Task: Predict which catalyst facilitates the given reaction.. Dataset: Catalyst prediction with 721,799 reactions and 888 catalyst types from USPTO (1) Reactant: FC(F)(F)C(O)=O.[NH2:8][CH:9]([CH2:22][C:23]1[CH:28]=[CH:27][CH:26]=[CH:25][CH:24]=1)[C@H:10]([OH:21])[C:11]([NH:13][CH2:14][C:15]1[CH:20]=[CH:19][CH:18]=[CH:17][CH:16]=1)=[O:12].C(N(CC)C(C)C)(C)C.[NH:38]1[C:46]2[C:41](=[CH:42][CH:43]=[CH:44][CH:45]=2)[C:40]([CH2:47][C@H:48]([NH:52][C:53](=[O:69])[C@@H:54]([NH:56][C:57]([C:59]2[CH2:60][C:61]3[C:66]([C:67]=2[CH3:68])=[CH:65][CH:64]=[CH:63][CH:62]=3)=[O:58])[CH3:55])[C:49](O)=[O:50])=[CH:39]1.CN(C(ON1N=NC2C=CC=NC1=2)=[N+](C)C)C.F[P-](F)(F)(F)(F)F. Product: [CH2:22]([C@H:9]([NH:8][C:49]([C@@H:48]([NH:52][C:53]([C@@H:54]([NH:56][C:57]([C:59]1[CH2:60][C:61]2[C:66]([C:67]=1[CH3:68])=[CH:65][CH:64]=[CH:63][CH:62]=2)=[O:58])[CH3:55])=[O:69])[CH2:47][C:40]1[C:41]2[C:46](=[CH:45][CH:44]=[CH:43][CH:42]=2)[NH:38][CH:39]=1)=[O:50])[CH:10]([C:11](=[O:12])[NH:13][CH2:14][C:15]1[CH:20]=[CH:19][CH:18]=[CH:17][CH:16]=1)[OH:21])[C:23]1[CH:28]=[CH:27][CH:26]=[CH:25][CH:24]=1. The catalyst class is: 3. (2) Reactant: [CH3:1][N:2]1[CH2:20][CH2:19][C:5]2[N:6]([CH2:14][CH2:15][C:16]([OH:18])=O)[C:7]3[CH:8]=[CH:9][C:10]([CH3:13])=[CH:11][C:12]=3[C:4]=2[CH2:3]1.CCN=C=NCCCN(C)C.[CH:32]1([NH2:38])[CH2:37][CH2:36][CH2:35][CH2:34][CH2:33]1. Product: [CH:32]1([NH:38][C:16](=[O:18])[CH2:15][CH2:14][N:6]2[C:7]3[CH:8]=[CH:9][C:10]([CH3:13])=[CH:11][C:12]=3[C:4]3[CH2:3][N:2]([CH3:1])[CH2:20][CH2:19][C:5]2=3)[CH2:37][CH2:36][CH2:35][CH2:34][CH2:33]1. The catalyst class is: 4.